Task: Regression/Classification. Given a drug SMILES string, predict its absorption, distribution, metabolism, or excretion properties. Task type varies by dataset: regression for continuous measurements (e.g., permeability, clearance, half-life) or binary classification for categorical outcomes (e.g., BBB penetration, CYP inhibition). Dataset: rlm.. Dataset: Rat liver microsome stability data (1) The compound is Cc1nc(C)c(-c2ccnc(Nc3ccc(N(C)C)cc3)n2)s1. The result is 1 (stable in rat liver microsomes). (2) The result is 1 (stable in rat liver microsomes). The compound is CC#C[C@@H](Cc1nn[nH]n1)c1ccc(OCc2ccc3scc(-c4ccc(OCCOC)cc4C)c3c2)cc1.